From a dataset of Catalyst prediction with 721,799 reactions and 888 catalyst types from USPTO. Predict which catalyst facilitates the given reaction. (1) Reactant: Cl.O1CCOCC1.[C:8]([C:10]1[CH:11]=[C:12]([CH:44]=[CH:45][CH:46]=1)[CH2:13][C:14]1([CH2:27][N:28]([C@@H:35]2[CH2:37][C@H:36]2[C:38]2[CH:43]=[CH:42][CH:41]=[CH:40][CH:39]=2)[C:29](=[O:34])[C:30]([F:33])([F:32])[F:31])[CH2:19][CH2:18][N:17](C(OC(C)(C)C)=O)[CH2:16][CH2:15]1)#[N:9]. Product: [C:8]([C:10]1[CH:11]=[C:12]([CH:44]=[CH:45][CH:46]=1)[CH2:13][C:14]1([CH2:27][N:28]([C@@H:35]2[CH2:37][C@H:36]2[C:38]2[CH:39]=[CH:40][CH:41]=[CH:42][CH:43]=2)[C:29](=[O:34])[C:30]([F:31])([F:32])[F:33])[CH2:19][CH2:18][NH:17][CH2:16][CH2:15]1)#[N:9]. The catalyst class is: 5. (2) Reactant: [Cl:1][C:2]1[CH:7]=[CH:6][CH:5]=[CH:4][C:3]=1[CH:8]([O:10][C:11]([NH:13][C:14]1[CH:15]=[N:16][O:17][C:18]=1[C:19]1[CH:32]=[CH:31][C:22]([CH2:23][S:24][CH2:25][CH2:26][C:27]([O:29]C)=[O:28])=[CH:21][CH:20]=1)=[O:12])[CH3:9].Cl. Product: [Cl:1][C:2]1[CH:7]=[CH:6][CH:5]=[CH:4][C:3]=1[CH:8]([O:10][C:11]([NH:13][C:14]1[CH:15]=[N:16][O:17][C:18]=1[C:19]1[CH:32]=[CH:31][C:22]([CH2:23][S:24][CH2:25][CH2:26][C:27]([OH:29])=[O:28])=[CH:21][CH:20]=1)=[O:12])[CH3:9]. The catalyst class is: 8.